Predict the reactants needed to synthesize the given product. From a dataset of Full USPTO retrosynthesis dataset with 1.9M reactions from patents (1976-2016). Given the product [CH3:40][O:41][C:42]1[CH:43]=[C:44]([NH:45][C:2]2[N:7]=[C:6]([O:8][C:9]3[C:18]4[C:13](=[CH:14][CH:15]=[CH:16][CH:17]=4)[C:12]([NH:19][C:20]([NH:22][C:23]4[N:27]([C:28]5[CH:29]=[CH:30][C:31]([CH3:34])=[CH:32][CH:33]=5)[N:26]=[C:25]([C:35]([CH3:36])([C:37]#[CH:38])[CH3:39])[CH:24]=4)=[O:21])=[CH:11][CH:10]=3)[CH:5]=[CH:4][N:3]=2)[CH:46]=[C:47]([O:49][CH2:50][CH2:51][N:52]2[CH2:57][CH2:56][O:55][CH2:54][CH2:53]2)[CH:48]=1, predict the reactants needed to synthesize it. The reactants are: Cl[C:2]1[N:7]=[C:6]([O:8][C:9]2[C:18]3[C:13](=[CH:14][CH:15]=[CH:16][CH:17]=3)[C:12]([NH:19][C:20]([NH:22][C:23]3[N:27]([C:28]4[CH:33]=[CH:32][C:31]([CH3:34])=[CH:30][CH:29]=4)[N:26]=[C:25]([C:35]([CH3:39])([C:37]#[CH:38])[CH3:36])[CH:24]=3)=[O:21])=[CH:11][CH:10]=2)[CH:5]=[CH:4][N:3]=1.[CH3:40][O:41][C:42]1[CH:43]=[C:44]([CH:46]=[C:47]([O:49][CH2:50][CH2:51][N:52]2[CH2:57][CH2:56][O:55][CH2:54][CH2:53]2)[CH:48]=1)[NH2:45].